From a dataset of Full USPTO retrosynthesis dataset with 1.9M reactions from patents (1976-2016). Predict the reactants needed to synthesize the given product. Given the product [Cl:20][C:21]1[CH:22]=[C:23]([S:27]([NH:7][CH:4]([CH2:5][OH:6])[CH:3]([C:8]([F:9])([F:10])[F:11])[C:2]([F:12])([F:13])[F:1])(=[O:29])=[O:28])[S:24][C:25]=1[Cl:26], predict the reactants needed to synthesize it. The reactants are: [F:1][C:2]([F:13])([F:12])[CH:3]([C:8]([F:11])([F:10])[F:9])[CH:4]([NH2:7])[CH2:5][OH:6].N1C=CC=CC=1.[Cl:20][C:21]1[CH:22]=[C:23]([S:27](Cl)(=[O:29])=[O:28])[S:24][C:25]=1[Cl:26].